This data is from Full USPTO retrosynthesis dataset with 1.9M reactions from patents (1976-2016). The task is: Predict the reactants needed to synthesize the given product. (1) Given the product [CH2:12]([O:11][CH:9]([O:8][C:6]1[CH:5]=[C:4]([F:14])[C:3]([CH2:15][O:16][CH:17]([O:19][CH2:20][CH3:21])[CH3:18])=[C:2]([B:22]([OH:27])[OH:23])[CH:7]=1)[CH3:10])[CH3:13], predict the reactants needed to synthesize it. The reactants are: Br[C:2]1[CH:7]=[C:6]([O:8][CH:9]([O:11][CH2:12][CH3:13])[CH3:10])[CH:5]=[C:4]([F:14])[C:3]=1[CH2:15][O:16][CH:17]([O:19][CH2:20][CH3:21])[CH3:18].[B:22](OC(C)C)([O:27]C(C)C)[O:23]C(C)C.[Li]CCCC.Cl. (2) Given the product [Cl:1][C:2]1([C:61](=[O:62])[NH:43][C:42]2[CH:44]=[CH:45][CH:46]=[C:40]([C:38](=[O:39])[NH:37][CH3:36])[CH:41]=2)[CH:7]=[CH:6][C:5]([N:8]([C:12]2[CH:17]=[CH:16][CH:15]=[CH:14][C:13]=2[C:18]([F:19])([F:21])[F:20])[C:9](=[O:11])[NH2:10])=[CH:4][CH2:3]1, predict the reactants needed to synthesize it. The reactants are: [Cl:1][C:2]1(C2C=CC=C(C(=O)NC)C=2)[CH:7]=[CH:6][C:5]([N:8]([C:12]2[CH:17]=[CH:16][CH:15]=[CH:14][C:13]=2[C:18]([F:21])([F:20])[F:19])[C:9](=[O:11])[NH2:10])=[C:4](NC(O)=O)[CH2:3]1.[CH3:36][NH:37][C:38]([C:40]1[CH:41]=[C:42]([CH:44]=[CH:45][CH:46]=1)[NH2:43])=[O:39].C1C=CC2N(O)N=NC=2C=1.O.CN1CC[O:62][CH2:61]C1.CCN=C=NCCCN(C)C.Cl.Cl. (3) Given the product [F:1][C:2]([F:7])([F:6])[C:3]([OH:5])=[O:4].[Cl:8][C:9]1[CH:21]=[C:20]2[C:12]([C:13]3[CH:14]=[CH:15][N:16]=[CH:17][C:18]=3[N:19]2[N:22]([C:24](=[O:26])[CH3:25])[CH3:23])=[CH:11][CH:10]=1, predict the reactants needed to synthesize it. The reactants are: [F:1][C:2]([F:7])([F:6])[C:3]([OH:5])=[O:4].[Cl:8][C:9]1[CH:21]=[C:20]2[C:12]([C:13]3[CH:14]=[CH:15][N:16]=[CH:17][C:18]=3[N:19]2[NH:22][CH3:23])=[CH:11][CH:10]=1.[C:24](OC(=O)C)(=[O:26])[CH3:25]. (4) Given the product [NH2:29][C:28]1[N:27]=[CH:26][N:25]=[C:24]2[N:20]([CH:17]3[CH2:18][CH2:19][CH:14]([N:11]4[CH2:12][CH2:13][N:8]([C:6]([O:5][C:1]([CH3:4])([CH3:3])[CH3:2])=[O:7])[CH2:9][CH2:10]4)[CH2:15][CH2:16]3)[N:21]=[C:22]([C:37]3[CH:36]=[CH:35][C:34]([NH:48][C:49]([C:51]4[N:52]([CH3:60])[C:53]5[C:58]([CH:59]=4)=[CH:57][CH:56]=[CH:55][CH:54]=5)=[O:50])=[C:33]([O:32][CH3:31])[CH:38]=3)[C:23]=12, predict the reactants needed to synthesize it. The reactants are: [C:1]([O:5][C:6]([N:8]1[CH2:13][CH2:12][N:11]([CH:14]2[CH2:19][CH2:18][CH:17]([N:20]3[C:24]4=[N:25][CH:26]=[N:27][C:28]([NH2:29])=[C:23]4[C:22](I)=[N:21]3)[CH2:16][CH2:15]2)[CH2:10][CH2:9]1)=[O:7])([CH3:4])([CH3:3])[CH3:2].[CH3:31][O:32][C:33]1[CH:38]=[C:37](B2OC(C)(C)C(C)(C)O2)[CH:36]=[CH:35][C:34]=1[NH:48][C:49]([C:51]1[N:52]([CH3:60])[C:53]2[C:58]([CH:59]=1)=[CH:57][CH:56]=[CH:55][CH:54]=2)=[O:50].C(=O)([O-])[O-].[Na+].[Na+]. (5) Given the product [CH2:22]([O:29][C:30]([N:32]1[CH2:37][CH2:36][CH:35]([S:38]([C:41]2[CH:46]=[CH:45][C:44]([NH:18][C:15]3[N:16]=[N:17][C:12]4[CH:11]=[C:10]([C:3]5[CH:4]=[C:5]([O:8][CH3:9])[CH:6]=[CH:7][C:2]=5[Cl:1])[CH:20]=[C:19]([CH3:21])[C:13]=4[N:14]=3)=[CH:43][CH:42]=2)(=[O:39])=[O:40])[CH2:34][CH2:33]1)=[O:31])[C:23]1[CH:24]=[CH:25][CH:26]=[CH:27][CH:28]=1, predict the reactants needed to synthesize it. The reactants are: [Cl:1][C:2]1[CH:7]=[CH:6][C:5]([O:8][CH3:9])=[CH:4][C:3]=1[C:10]1[CH:20]=[C:19]([CH3:21])[C:13]2[N:14]=[C:15]([NH2:18])[N:16]=[N:17][C:12]=2[CH:11]=1.[CH2:22]([O:29][C:30]([N:32]1[CH2:37][CH2:36][CH:35]([S:38]([C:41]2[CH:46]=[CH:45][C:44](Br)=[CH:43][CH:42]=2)(=[O:40])=[O:39])[CH2:34][CH2:33]1)=[O:31])[C:23]1[CH:28]=[CH:27][CH:26]=[CH:25][CH:24]=1.C(=O)([O-])[O-].[Cs+].[Cs+].C1(P(C2C=CC=CC=2)C2C3OC4C(=CC=CC=4P(C4C=CC=CC=4)C4C=CC=CC=4)C(C)(C)C=3C=CC=2)C=CC=CC=1.